Dataset: Reaction yield outcomes from USPTO patents with 853,638 reactions. Task: Predict the reaction yield, written as a fraction of the theoretical maximum amount of product (1.0 means a 100% yield; for example, 0.34 means a 34% yield). (1) The reactants are [Cl:1]NC(=O)CCC(N)=O.[CH3:10][O:11][CH:12]1[CH2:16][CH2:15][N:14]([C:17]2[CH:18]=[C:19]([S:23]([O-:25])=[O:24])[CH:20]=[CH:21][CH:22]=2)[CH2:13]1.[Li+]. The catalyst is ClCCl. The product is [CH3:10][O:11][CH:12]1[CH2:16][CH2:15][N:14]([C:17]2[CH:18]=[C:19]([S:23]([Cl:1])(=[O:25])=[O:24])[CH:20]=[CH:21][CH:22]=2)[CH2:13]1. The yield is 0.830. (2) The reactants are [Cl:1][C:2]1[C:7]2[N:8]([CH2:18][CH2:19][CH3:20])[C:9]([C:11]3[N:12]=[N:13][C:14](Cl)=[CH:15][CH:16]=3)=[N:10][C:6]=2[CH:5]=[CH:4][CH:3]=1.[CH3:21][O:22][C:23]1[CH:28]=[CH:27][C:26]([NH2:29])=[CH:25][CH:24]=1. No catalyst specified. The product is [Cl:1][C:2]1[C:7]2[N:8]([CH2:18][CH2:19][CH3:20])[C:9]([C:11]3[N:12]=[N:13][C:14]([NH:29][C:26]4[CH:27]=[CH:28][C:23]([O:22][CH3:21])=[CH:24][CH:25]=4)=[CH:15][CH:16]=3)=[N:10][C:6]=2[CH:5]=[CH:4][CH:3]=1. The yield is 0.100. (3) The product is [CH3:29][O:30][C:31]([C:33]1[CH:43]=[C:42]([O:24][CH:22]2[CH2:23][N:20]([CH:7]([C:14]3[CH:19]=[CH:18][CH:17]=[CH:16][CH:15]=3)[C:8]3[CH:13]=[CH:12][CH:11]=[CH:10][CH:9]=3)[CH2:21]2)[C:36]2[CH2:37][C:38]([CH3:41])([CH3:40])[O:39][C:35]=2[CH:34]=1)=[O:32]. The reactants are C([O-])([O-])=O.[Cs+].[Cs+].[CH:7]([N:20]1[CH2:23][CH:22]([O:24]S(C)(=O)=O)[CH2:21]1)([C:14]1[CH:19]=[CH:18][CH:17]=[CH:16][CH:15]=1)[C:8]1[CH:13]=[CH:12][CH:11]=[CH:10][CH:9]=1.[CH3:29][O:30][C:31]([C:33]1[CH:43]=[C:42](O)[C:36]2[CH2:37][C:38]([CH3:41])([CH3:40])[O:39][C:35]=2[CH:34]=1)=[O:32]. The catalyst is CN(C=O)C. The yield is 0.840. (4) The reactants are COC1C=CC(C[N:8]([C:22]2[S:23][CH:24]=[CH:25][N:26]=2)[S:9]([C:12]2[CH:13]=[CH:14][C:15]3[NH:20][CH2:19][CH2:18][O:17][C:16]=3[CH:21]=2)(=[O:11])=[O:10])=CC=1.Br[C:30]1[C:31]([O:40][CH3:41])=[N:32][C:33]([C:36]([F:39])([F:38])[F:37])=[CH:34][CH:35]=1.CC(C)([O-])C.[Na+].CC1(C)C2C(=C(P(C3C=CC=CC=3)C3C=CC=CC=3)C=CC=2)OC2C(P(C3C=CC=CC=3)C3C=CC=CC=3)=CC=CC1=2. The catalyst is C1C=CC(/C=C/C(/C=C/C2C=CC=CC=2)=O)=CC=1.C1C=CC(/C=C/C(/C=C/C2C=CC=CC=2)=O)=CC=1.C1C=CC(/C=C/C(/C=C/C2C=CC=CC=2)=O)=CC=1.[Pd].[Pd].C1(C)C=CC=CC=1. The product is [CH3:41][O:40][C:31]1[C:30]([N:20]2[CH2:19][CH2:18][O:17][C:16]3[CH:21]=[C:12]([S:9]([NH:8][C:22]4[S:23][CH:24]=[CH:25][N:26]=4)(=[O:10])=[O:11])[CH:13]=[CH:14][C:15]2=3)=[CH:35][CH:34]=[C:33]([C:36]([F:39])([F:37])[F:38])[N:32]=1. The yield is 0.180. (5) The reactants are [CH2:1]([O:3][CH2:4][C:5]([OH:7])=O)[CH3:2].C1N=CN(C(N2C=NC=C2)=O)C=1.Cl.[CH3:21][N:22]1[C:26]2[CH:27]=[CH:28][CH:29]=[CH:30][C:25]=2[N:24]=[C:23]1[C:31]1[CH:32]=[C:33]([N:37]2[CH2:42][CH2:41][CH:40]([NH2:43])[CH2:39][CH2:38]2)[CH:34]=[CH:35][CH:36]=1.CCN(C(C)C)C(C)C. The catalyst is C(#N)C. The product is [CH2:1]([O:3][CH2:4][C:5]([NH:43][CH:40]1[CH2:41][CH2:42][N:37]([C:33]2[CH:34]=[CH:35][CH:36]=[C:31]([C:23]3[N:22]([CH3:21])[C:26]4[CH:27]=[CH:28][CH:29]=[CH:30][C:25]=4[N:24]=3)[CH:32]=2)[CH2:38][CH2:39]1)=[O:7])[CH3:2]. The yield is 0.440. (6) The reactants are C[O:2][C:3]1[CH:4]=[C:5]2[C:9](=[CH:10][CH:11]=1)[NH:8][CH:7]=[C:6]2/[CH:12]=[CH:13]/[C:14]([C:16]1[CH:21]=[CH:20][N:19]=[CH:18][CH:17]=1)=[O:15].B(Br)(Br)Br.[OH-].[Na+].Cl. The catalyst is C(Cl)Cl. The product is [OH:2][C:3]1[CH:4]=[C:5]2[C:9](=[CH:10][CH:11]=1)[NH:8][CH:7]=[C:6]2/[CH:12]=[CH:13]/[C:14]([C:16]1[CH:17]=[CH:18][N:19]=[CH:20][CH:21]=1)=[O:15]. The yield is 0.610. (7) The reactants are [F:1][C:2]1[CH:9]=[CH:8][C:5]([CH2:6][NH2:7])=[CH:4][CH:3]=1.[F:10][C:11]([F:22])([F:21])[C:12]([N:14]1[CH2:19][CH2:18][C:17](=O)[CH2:16][CH2:15]1)=[O:13].C(O)(=O)C.[BH3-]C#N.[Na+]. The catalyst is CO. The product is [F:1][C:2]1[CH:9]=[CH:8][C:5]([CH2:6][NH:7][CH:17]2[CH2:18][CH2:19][N:14]([C:12](=[O:13])[C:11]([F:10])([F:21])[F:22])[CH2:15][CH2:16]2)=[CH:4][CH:3]=1. The yield is 0.370.